From a dataset of Full USPTO retrosynthesis dataset with 1.9M reactions from patents (1976-2016). Predict the reactants needed to synthesize the given product. (1) Given the product [CH3:2][O:3][C:4]([C:6]1[N:7]([CH2:24][CH:25]2[CH2:30][CH2:29][N:28]([C:40](=[O:41])[NH:39][CH3:38])[CH2:27][CH2:26]2)[C:8](=[O:23])[C:9]2[C:14]([C:15]=1[C:16]1[CH:21]=[CH:20][CH:19]=[CH:18][CH:17]=1)=[CH:13][C:12]([Br:22])=[CH:11][CH:10]=2)=[O:5], predict the reactants needed to synthesize it. The reactants are: Cl.[CH3:2][O:3][C:4]([C:6]1[N:7]([CH2:24][CH:25]2[CH2:30][CH2:29][NH:28][CH2:27][CH2:26]2)[C:8](=[O:23])[C:9]2[C:14]([C:15]=1[C:16]1[CH:21]=[CH:20][CH:19]=[CH:18][CH:17]=1)=[CH:13][C:12]([Br:22])=[CH:11][CH:10]=2)=[O:5].C(N(CC)CC)C.[CH3:38][N:39]=[C:40]=[O:41]. (2) The reactants are: [Cl:1][C:2]1[CH:3]=[C:4]2[CH:12]([OH:13])[C:11]3[CH:14]=[C:15]([CH:18]([OH:22])[CH:19]([F:21])[F:20])[CH:16]=[CH:17][C:10]=3[CH:9]=[CH:8][C:5]2=[N:6][CH:7]=1. Given the product [Cl:1][C:2]1[CH:3]=[C:4]2[C:12](=[O:13])[C:11]3[CH:14]=[C:15]([CH:18]([OH:22])[CH:19]([F:20])[F:21])[CH:16]=[CH:17][C:10]=3[CH:9]=[CH:8][C:5]2=[N:6][CH:7]=1, predict the reactants needed to synthesize it.